Binary Classification. Given a T-cell receptor sequence (or CDR3 region) and an epitope sequence, predict whether binding occurs between them. From a dataset of TCR-epitope binding with 47,182 pairs between 192 epitopes and 23,139 TCRs. The epitope is TSDLATNNLVVMAY. The TCR CDR3 sequence is CASSSPLDGYEQYF. Result: 1 (the TCR binds to the epitope).